Dataset: Catalyst prediction with 721,799 reactions and 888 catalyst types from USPTO. Task: Predict which catalyst facilitates the given reaction. (1) Reactant: [F:1][CH:2]([F:36])[CH2:3][N:4]([C:21]1[CH:22]=[N:23][CH:24]=[CH:25][C:26]=1[C:27]1[CH:32]=[CH:31][C:30]([F:33])=[CH:29][C:28]=1[O:34][CH3:35])C(=O)C1C=C(C(F)(F)F)N=C(C(F)(F)F)C=1.[F:37]C1C(F)=CC(B(O)O)=C(OC)C=1. Product: [F:1][CH:2]([F:36])[CH2:3][NH:4][C:21]1[CH:22]=[N:23][CH:24]=[CH:25][C:26]=1[C:27]1[CH:32]=[C:31]([F:37])[C:30]([F:33])=[CH:29][C:28]=1[O:34][CH3:35]. The catalyst class is: 243. (2) Reactant: [F:1][C:2]([F:18])([F:17])[C:3]1[CH:8]=[CH:7][C:6]([CH2:9][NH2:10])=[C:5]([N:11]2[CH2:16][CH2:15][CH2:14][CH2:13][CH2:12]2)[CH:4]=1.ClC(Cl)(OC(=O)OC(Cl)(Cl)Cl)Cl.[N-:31]=[C:32]=[O:33].N[C:35]1[C:40]2[O:41][CH2:42][C:43](=[O:45])[NH:44][C:39]=2[CH:38]=[CH:37][CH:36]=1. Product: [F:18][C:2]([F:1])([F:17])[C:3]1[CH:8]=[CH:7][C:6]([CH2:9][NH:10][C:32]([NH:31][C:35]2[C:40]3[O:41][CH2:42][C:43](=[O:45])[NH:44][C:39]=3[CH:38]=[CH:37][CH:36]=2)=[O:33])=[C:5]([N:11]2[CH2:16][CH2:15][CH2:14][CH2:13][CH2:12]2)[CH:4]=1. The catalyst class is: 329. (3) Reactant: [Br:1][C:2]1[C:11]2[C:6](=[CH:7][C:8]([CH2:12][OH:13])=[CH:9][CH:10]=2)[C:5](=[O:14])[N:4]([CH:15]([CH3:17])[CH3:16])[N:3]=1.[H-].[Na+].[CH3:20]I. Product: [Br:1][C:2]1[C:11]2[C:6](=[CH:7][C:8]([CH2:12][O:13][CH3:20])=[CH:9][CH:10]=2)[C:5](=[O:14])[N:4]([CH:15]([CH3:17])[CH3:16])[N:3]=1. The catalyst class is: 1. (4) Reactant: [OH-].[Na+].[OH:3][C@H:4]1[CH2:8][N:7]([C:9]([O:11][CH2:12][C:13]2[CH:18]=[CH:17][CH:16]=[CH:15][CH:14]=2)=[O:10])[C@H:6]([CH:19]=[CH:20][CH2:21][CH:22]([CH3:24])[CH3:23])[CH2:5]1.Cl[CH2:26][C:27]([CH3:29])=[CH2:28].O. Product: [CH3:23][CH:22]([CH3:24])[CH2:21][CH:20]=[CH:19][C@@H:6]1[CH2:5][C@@H:4]([O:3][CH2:28][C:27]([CH3:29])=[CH2:26])[CH2:8][N:7]1[C:9]([O:11][CH2:12][C:13]1[CH:18]=[CH:17][CH:16]=[CH:15][CH:14]=1)=[O:10]. The catalyst class is: 596. (5) Reactant: [F:1][C:2]([F:15])([F:14])[S:3]([O:6]S(C(F)(F)F)(=O)=O)(=[O:5])=[O:4].N1C=CC=CC=1.O[C:23]1[CH:32]=[C:31]2[C:26]([C:27](=[O:33])[CH:28]=[CH:29][O:30]2)=[CH:25][CH:24]=1. Product: [F:1][C:2]([F:15])([F:14])[S:3]([O:6][C:23]1[CH:32]=[C:31]2[C:26]([C:27](=[O:33])[CH:28]=[CH:29][O:30]2)=[CH:25][CH:24]=1)(=[O:5])=[O:4]. The catalyst class is: 6. (6) Reactant: [O:1]1[C:6]2[CH:7]=[CH:8][CH:9]=[CH:10][C:5]=2[NH:4][CH2:3][CH2:2]1.C(N(CC)CC)C.[F:18][C:19]1[CH:20]=[C:21]([CH:25]=[C:26]([F:30])[C:27]=1[O:28][CH3:29])[C:22](Cl)=[O:23]. Product: [F:18][C:19]1[CH:20]=[C:21]([C:22]([N:4]2[C:5]3[CH:10]=[CH:9][CH:8]=[CH:7][C:6]=3[O:1][CH2:2][CH2:3]2)=[O:23])[CH:25]=[C:26]([F:30])[C:27]=1[O:28][CH3:29]. The catalyst class is: 22. (7) Reactant: [NH2:1][C:2]1[CH:7]=[CH:6][C:5]([N:8]2[CH2:13][CH2:12][O:11][CH2:10][C:9]2=[O:14])=[C:4]([CH3:15])[CH:3]=1.[CH3:16][C@H:17]1[C:21](=[O:22])[O:20][CH2:19][C@@H:18]1[NH:23][C:24](=[O:33])[O:25][CH2:26][C:27]1[CH:32]=[CH:31][CH:30]=[CH:29][CH:28]=1.C[Al](C)C. Product: [OH:20][CH2:19][C@H:18]([NH:23][C:24](=[O:33])[O:25][CH2:26][C:27]1[CH:32]=[CH:31][CH:30]=[CH:29][CH:28]=1)[C@H:17]([C:21](=[O:22])[NH:1][C:2]1[CH:7]=[CH:6][C:5]([N:8]2[CH2:13][CH2:12][O:11][CH2:10][C:9]2=[O:14])=[C:4]([CH3:15])[CH:3]=1)[CH3:16]. The catalyst class is: 1.